Dataset: Forward reaction prediction with 1.9M reactions from USPTO patents (1976-2016). Task: Predict the product of the given reaction. (1) The product is: [CH3:8][O:9][C:10]1[CH:15]=[CH:14][C:13]2[C:20](=[O:22])[CH2:19][CH2:18][CH2:17][CH2:16][C:12]=2[CH:11]=1. Given the reactants [P+3]=O.CS(O)(=O)=O.[CH3:8][O:9][C:10]1[CH:11]=[C:12]([CH2:16][CH2:17][CH2:18][CH2:19][C:20]([OH:22])=O)[CH:13]=[CH:14][CH:15]=1, predict the reaction product. (2) Given the reactants [C:1]([NH:4][C:5]1[S:6][C:7]([C:26](O)=[O:27])=[C:8]([CH2:10][CH2:11][C:12]2[CH:17]=[CH:16][C:15]([NH:18][C:19]([O:21][C:22]([CH3:25])([CH3:24])[CH3:23])=[O:20])=[CH:14][CH:13]=2)[N:9]=1)(=[O:3])[CH3:2].Cl.[CH3:30][NH:31][O:32][CH3:33].CCN=C=NCCCN(C)C.C1C=CC2N(O)N=NC=2C=1, predict the reaction product. The product is: [C:22]([O:21][C:19](=[O:20])[NH:18][C:15]1[CH:14]=[CH:13][C:12]([CH2:11][CH2:10][C:8]2[N:9]=[C:5]([NH:4][C:1](=[O:3])[CH3:2])[S:6][C:7]=2[C:26]([N:31]([O:32][CH3:33])[CH3:30])=[O:27])=[CH:17][CH:16]=1)([CH3:24])([CH3:25])[CH3:23].